From a dataset of Peptide-MHC class I binding affinity with 185,985 pairs from IEDB/IMGT. Regression. Given a peptide amino acid sequence and an MHC pseudo amino acid sequence, predict their binding affinity value. This is MHC class I binding data. The binding affinity (normalized) is 0.496. The MHC is HLA-A68:01 with pseudo-sequence HLA-A68:01. The peptide sequence is EIITGNKVK.